From a dataset of Full USPTO retrosynthesis dataset with 1.9M reactions from patents (1976-2016). Predict the reactants needed to synthesize the given product. Given the product [OH:1][C@@H:2]([CH2:4][O:5][C:6]1[CH:7]=[CH:8][C:9]2[S:13][C:12]([CH3:14])=[N:11][C:10]=2[CH:15]=1)[CH2:3][N:19]1[CH2:18][CH2:17][N:16]([C:22]([O:24][C:25]([CH3:28])([CH3:27])[CH3:26])=[O:23])[CH2:21][CH2:20]1, predict the reactants needed to synthesize it. The reactants are: [O:1]1[CH2:3][C@@H:2]1[CH2:4][O:5][C:6]1[CH:7]=[CH:8][C:9]2[S:13][C:12]([CH3:14])=[N:11][C:10]=2[CH:15]=1.[N:16]1([C:22]([O:24][C:25]([CH3:28])([CH3:27])[CH3:26])=[O:23])[CH2:21][CH2:20][NH:19][CH2:18][CH2:17]1.[Yb].